This data is from Forward reaction prediction with 1.9M reactions from USPTO patents (1976-2016). The task is: Predict the product of the given reaction. The product is: [CH3:1][O:2][C:3](=[O:35])[CH2:4][CH:5]1[C:14]2[C:9](=[C:10]([F:15])[CH:11]=[CH:12][CH:13]=2)[N:8]=[C:7]([C:16]2[CH:21]=[CH:20][C:19]([C:41]3[CH:40]=[CH:39][CH:38]=[C:37]([F:36])[CH:42]=3)=[CH:18][CH:17]=2)[N:6]1[C:23]1[CH:28]=[C:27]([C:29]([F:32])([F:31])[F:30])[CH:26]=[CH:25][C:24]=1[O:33][CH3:34]. Given the reactants [CH3:1][O:2][C:3](=[O:35])[CH2:4][CH:5]1[C:14]2[C:9](=[C:10]([F:15])[CH:11]=[CH:12][CH:13]=2)[N:8]=[C:7]([C:16]2[CH:21]=[CH:20][C:19](Br)=[CH:18][CH:17]=2)[N:6]1[C:23]1[CH:28]=[C:27]([C:29]([F:32])([F:31])[F:30])[CH:26]=[CH:25][C:24]=1[O:33][CH3:34].[F:36][C:37]1[CH:38]=[C:39](B(O)O)[CH:40]=[CH:41][CH:42]=1.C(=O)([O-])[O-].[Na+].[Na+], predict the reaction product.